Dataset: Catalyst prediction with 721,799 reactions and 888 catalyst types from USPTO. Task: Predict which catalyst facilitates the given reaction. (1) Reactant: [CH3:1][C:2]1[CH:7]=[C:6]([O:8][CH:9]2[CH2:14][CH2:13][N:12]([S:15]([CH3:18])(=[O:17])=[O:16])[CH2:11][CH2:10]2)[CH:5]=[C:4]([CH3:19])[C:3]=1[C:20]1[CH:25]=[CH:24][CH:23]=[C:22]([CH2:26][O:27][C:28]2[CH:41]=[CH:40][C:31]3[C@H:32]([CH2:35][C:36]([O:38]C)=[O:37])[CH2:33][O:34][C:30]=3[CH:29]=2)[CH:21]=1.[OH-].[Na+].Cl. Product: [CH3:19][C:4]1[CH:5]=[C:6]([O:8][CH:9]2[CH2:14][CH2:13][N:12]([S:15]([CH3:18])(=[O:17])=[O:16])[CH2:11][CH2:10]2)[CH:7]=[C:2]([CH3:1])[C:3]=1[C:20]1[CH:25]=[CH:24][CH:23]=[C:22]([CH2:26][O:27][C:28]2[CH:41]=[CH:40][C:31]3[C@H:32]([CH2:35][C:36]([OH:38])=[O:37])[CH2:33][O:34][C:30]=3[CH:29]=2)[CH:21]=1. The catalyst class is: 8. (2) The catalyst class is: 672. Reactant: [CH3:1][N:2]1[C:7](=[O:8])[CH:6]=[C:5]([N:9]2[CH2:14][CH2:13][O:12][CH2:11][CH2:10]2)[N:4]=[C:3]1[CH2:15][C:16]([O-:18])=O.[Na+].[S:20]1[CH:24]=[CH:23][C:22]2[C:25]([NH2:29])=[CH:26][CH:27]=[CH:28][C:21]1=2.Cl.CN(C)CCCN=C=NCC. Product: [S:20]1[C:21]2[CH:28]=[CH:27][CH:26]=[C:25]([NH:29][C:16](=[O:18])[CH2:15][C:3]3[N:2]([CH3:1])[C:7](=[O:8])[CH:6]=[C:5]([N:9]4[CH2:10][CH2:11][O:12][CH2:13][CH2:14]4)[N:4]=3)[C:22]=2[CH:23]=[CH:24]1.